The task is: Regression/Classification. Given a drug SMILES string, predict its absorption, distribution, metabolism, or excretion properties. Task type varies by dataset: regression for continuous measurements (e.g., permeability, clearance, half-life) or binary classification for categorical outcomes (e.g., BBB penetration, CYP inhibition). Dataset: b3db_classification.. This data is from Blood-brain barrier permeability classification from the B3DB database. (1) The molecule is COc1ccc([C@H](O)CN2CCN(c3cccccc3=O)CC2)cc1OC. The result is 1 (penetrates BBB). (2) The compound is CC(O)C(=O)[C@@]1(O)CC[C@H]2[C@@H]3CCC4=CC(=O)C=C[C@]4(C)[C@@]3(F)[C@@H](O)C[C@@]21C. The result is 1 (penetrates BBB). (3) The molecule is NC1C(O)OC(CO)C(O)C1O. The result is 0 (does not penetrate BBB). (4) The molecule is CCOC[C@]1(CN)[C@H](c2ccc3c(c2)OCO3)[C@@H]1S(C)(=O)=O. The result is 1 (penetrates BBB).